From a dataset of Reaction yield outcomes from USPTO patents with 853,638 reactions. Predict the reaction yield, written as a fraction of the theoretical maximum amount of product (1.0 means a 100% yield; for example, 0.34 means a 34% yield). (1) The reactants are [CH3:1][O:2][C:3]1[CH:4]=[C:5]2[C:10](=[CH:11][CH:12]=1)[N:9]=[CH:8][C:7]([CH:13]=[O:14])=[CH:6]2.[BH4-].[Na+]. The yield is 0.490. The catalyst is C1COCC1. The product is [CH3:1][O:2][C:3]1[CH:4]=[C:5]2[C:10](=[CH:11][CH:12]=1)[N:9]=[CH:8][C:7]([CH2:13][OH:14])=[CH:6]2. (2) The reactants are [CH:1]([O:4][C:5]1([C:8]2[CH:13]=[CH:12][C:11]([C:14]#[C:15][C:16]3[CH:21]=[CH:20][C:19](CC(OC)=O)=[CH:18][CH:17]=3)=[CH:10][C:9]=2[CH2:27][CH3:28])[CH2:7][CH2:6]1)([CH3:3])[CH3:2].[OH-:29].[Na+].[CH2:31]([OH:33])C. The catalyst is O1CCCC1. The product is [CH:1]([O:4][C:5]1([C:8]2[CH:13]=[CH:12][C:11]([C:14]#[C:15][C:16]3[CH:17]=[CH:18][C:19]([C:31]([OH:33])=[O:29])=[CH:20][CH:21]=3)=[CH:10][C:9]=2[CH2:27][CH3:28])[CH2:7][CH2:6]1)([CH3:2])[CH3:3]. The yield is 0.570. (3) The reactants are [CH3:1][O:2][C:3]1[CH:4]=[C:5]([CH:24]=[CH:25][CH:26]=1)[CH2:6][CH2:7][C:8]1[S:9][C:10]2[N:11]=[C:12]([NH2:23])[N:13]=[C:14]([N:17]3[CH2:22][CH2:21][NH:20][CH2:19][CH2:18]3)[C:15]=2[N:16]=1.[Br:27][C:28]1[CH:38]=[CH:37][C:31]([O:32][CH2:33][C:34](O)=[O:35])=[CH:30][CH:29]=1. No catalyst specified. The product is [NH2:23][C:12]1[N:13]=[C:14]([N:17]2[CH2:22][CH2:21][N:20]([C:34](=[O:35])[CH2:33][O:32][C:31]3[CH:37]=[CH:38][C:28]([Br:27])=[CH:29][CH:30]=3)[CH2:19][CH2:18]2)[C:15]2[N:16]=[C:8]([CH2:7][CH2:6][C:5]3[CH:24]=[CH:25][CH:26]=[C:3]([O:2][CH3:1])[CH:4]=3)[S:9][C:10]=2[N:11]=1. The yield is 0.650. (4) The reactants are [O:1]1[C:5]2[CH:6]=[CH:7][CH:8]=[CH:9][C:4]=2[CH:3]=[C:2]1[C:10]1[N:14]2[N:15]=[C:16]([O:19][CH2:20][CH2:21][CH2:22][S:23][CH3:24])[CH:17]=[CH:18][C:13]2=[N:12][CH:11]=1.[N:25]#[C:26][NH2:27].[K].C([O-])(C)(C)C.BrN1C(=O)CCC1=O.S([O-])([O-])(=O)=S.[Na+].[Na+]. The catalyst is CO.O.ClCCl. The product is [O:1]1[C:5]2[CH:6]=[CH:7][CH:8]=[CH:9][C:4]=2[CH:3]=[C:2]1[C:10]1[N:14]2[N:15]=[C:16]([O:19][CH2:20][CH2:21][CH2:22][S:23](=[N:27][C:26]#[N:25])[CH3:24])[CH:17]=[CH:18][C:13]2=[N:12][CH:11]=1. The yield is 0.630. (5) The reactants are Br[C:2]1[C:9]([F:10])=[C:8]([F:11])[C:5]([C:6]#[N:7])=[C:4]([F:12])[C:3]=1[F:13].[CH3:14][C:15]1[CH:20]=[CH:19][CH:18]=[C:17]([CH3:21])[C:16]=1B(O)O.COC1C=CC=C(OC)C=1C1C=CC=CC=1P(C1CCCCC1)C1CCCCC1.P([O-])([O-])([O-])=O.[K+].[K+].[K+]. The catalyst is C1(C)C=CC=CC=1.C1C=CC(/C=C/C(/C=C/C2C=CC=CC=2)=O)=CC=1.C1C=CC(/C=C/C(/C=C/C2C=CC=CC=2)=O)=CC=1.C1C=CC(/C=C/C(/C=C/C2C=CC=CC=2)=O)=CC=1.[Pd].[Pd]. The product is [F:11][C:8]1[C:9]([F:10])=[C:2]([C:16]2[C:17]([CH3:21])=[CH:18][CH:19]=[CH:20][C:15]=2[CH3:14])[C:3]([F:13])=[C:4]([F:12])[C:5]=1[C:6]#[N:7]. The yield is 0.320. (6) The reactants are B(Br)(Br)Br.C[O:6][C:7]1[CH:8]=[C:9]2[C:14](=[CH:15][CH:16]=1)[C:13]([CH2:17][CH2:18][CH2:19][CH2:20][CH2:21][CH2:22][CH2:23][CH:24]([CH2:28][CH2:29][CH2:30][C:31]([F:37])([F:36])[C:32]([F:35])([F:34])[F:33])[C:25]([OH:27])=[O:26])=[C:12]([C:38]1[CH:43]=[CH:42][C:41]([O:44]C)=[CH:40][CH:39]=1)[CH:11]=[CH:10]2.O.C(#N)C. The catalyst is ClCCl. The product is [OH:6][C:7]1[CH:8]=[C:9]2[C:14](=[CH:15][CH:16]=1)[C:13]([CH2:17][CH2:18][CH2:19][CH2:20][CH2:21][CH2:22][CH2:23][CH:24]([CH2:28][CH2:29][CH2:30][C:31]([F:36])([F:37])[C:32]([F:33])([F:34])[F:35])[C:25]([OH:27])=[O:26])=[C:12]([C:38]1[CH:39]=[CH:40][C:41]([OH:44])=[CH:42][CH:43]=1)[CH:11]=[CH:10]2. The yield is 0.810. (7) The reactants are [CH3:1][C:2]1[NH:3][C:4]2[C:9]([CH:10]=1)=[CH:8][CH:7]=[CH:6][CH:5]=2.[H-].[Na+].Br[CH2:14][C:15]([O:17][CH3:18])=[O:16]. The catalyst is CN(C=O)C. The product is [CH3:1][C:2]1[N:3]([CH2:14][C:15]([O:17][CH3:18])=[O:16])[C:4]2[C:9]([CH:10]=1)=[CH:8][CH:7]=[CH:6][CH:5]=2. The yield is 0.200.